Task: Regression. Given two drug SMILES strings and cell line genomic features, predict the synergy score measuring deviation from expected non-interaction effect.. Dataset: Merck oncology drug combination screen with 23,052 pairs across 39 cell lines (1) Drug 1: COC12C(COC(N)=O)C3=C(C(=O)C(C)=C(N)C3=O)N1CC1NC12. Drug 2: C=CCn1c(=O)c2cnc(Nc3ccc(N4CCN(C)CC4)cc3)nc2n1-c1cccc(C(C)(C)O)n1. Cell line: OV90. Synergy scores: synergy=-12.3. (2) Drug 1: COc1cc(C2c3cc4c(cc3C(OC3OC5COC(C)OC5C(O)C3O)C3COC(=O)C23)OCO4)cc(OC)c1O. Drug 2: NC(=O)c1cccc2cn(-c3ccc(C4CCCNC4)cc3)nc12. Cell line: DLD1. Synergy scores: synergy=-1.18. (3) Drug 1: COc1cccc2c1C(=O)c1c(O)c3c(c(O)c1C2=O)CC(O)(C(=O)CO)CC3OC1CC(N)C(O)C(C)O1. Drug 2: O=C(NOCC(O)CO)c1ccc(F)c(F)c1Nc1ccc(I)cc1F. Cell line: UWB1289. Synergy scores: synergy=11.6. (4) Drug 1: CC(=O)OC1C(=O)C2(C)C(O)CC3OCC3(OC(C)=O)C2C(OC(=O)c2ccccc2)C2(O)CC(OC(=O)C(O)C(NC(=O)c3ccccc3)c3ccccc3)C(C)=C1C2(C)C. Drug 2: NC(=O)c1cccc2cn(-c3ccc(C4CCCNC4)cc3)nc12. Cell line: MSTO. Synergy scores: synergy=-6.44. (5) Drug 1: COC12C(COC(N)=O)C3=C(C(=O)C(C)=C(N)C3=O)N1CC1NC12. Drug 2: O=C(O)C1(Cc2cccc(Nc3nccs3)n2)CCC(Oc2cccc(Cl)c2F)CC1. Cell line: KPL1. Synergy scores: synergy=-10.5. (6) Drug 2: CC1(c2nc3c(C(N)=O)cccc3[nH]2)CCCN1. Drug 1: O=S1(=O)NC2(CN1CC(F)(F)F)C1CCC2Cc2cc(C=CCN3CCC(C(F)(F)F)CC3)ccc2C1. Synergy scores: synergy=10.8. Cell line: OCUBM. (7) Drug 1: NC(=O)c1cccc2cn(-c3ccc(C4CCCNC4)cc3)nc12. Drug 2: CCc1cnn2c(NCc3ccc[n+]([O-])c3)cc(N3CCCCC3CCO)nc12. Cell line: SKMES1. Synergy scores: synergy=0.127.